Dataset: Peptide-MHC class I binding affinity with 185,985 pairs from IEDB/IMGT. Task: Regression. Given a peptide amino acid sequence and an MHC pseudo amino acid sequence, predict their binding affinity value. This is MHC class I binding data. The peptide sequence is ILVVSLLLV. The MHC is HLA-A02:01 with pseudo-sequence HLA-A02:01. The binding affinity (normalized) is 0.508.